This data is from Catalyst prediction with 721,799 reactions and 888 catalyst types from USPTO. The task is: Predict which catalyst facilitates the given reaction. (1) Reactant: [CH3:1][CH:2]1[CH2:6][CH2:5][CH2:4][N:3]1[CH2:7][CH2:8][CH2:9][O:10][C:11]1[CH:16]=[CH:15][C:14]([C:17]2[S:18][C:19]3[CH2:24][CH2:23][CH:22]([NH2:25])[C:20]=3[N:21]=2)=[CH:13][CH:12]=1.C(N(CC)CC)C.[C:33](Cl)(=[O:35])[CH3:34]. Product: [CH3:1][CH:2]1[CH2:6][CH2:5][CH2:4][N:3]1[CH2:7][CH2:8][CH2:9][O:10][C:11]1[CH:16]=[CH:15][C:14]([C:17]2[S:18][C:19]3[CH2:24][CH2:23][CH:22]([NH:25][C:33](=[O:35])[CH3:34])[C:20]=3[N:21]=2)=[CH:13][CH:12]=1. The catalyst class is: 4. (2) Reactant: [CH3:1][O:2][C:3]1[CH:4]=[C:5]2[C:10](=[CH:11][C:12]=1[O:13][CH2:14][C:15]1[CH:20]=[CH:19][N:18]=[CH:17][CH:16]=1)[N:9]=[CH:8][N:7]=[C:6]2[O:21]C1C=CC=CC=1.N. Product: [CH3:1][O:2][C:3]1[CH:4]=[C:5]2[C:10](=[CH:11][C:12]=1[O:13][CH2:14][C:15]1[CH:16]=[CH:17][N:18]=[CH:19][CH:20]=1)[N:9]=[CH:8][NH:7][C:6]2=[O:21]. The catalyst class is: 33. (3) Reactant: C([O:4][C:5]1[CH:10]=[CH:9][C:8]([N:11]2[CH2:16][CH2:15][N:14]([CH3:17])[CH2:13][CH2:12]2)=[CH:7][C:6]=1[Br:18])(=O)C.[OH-].[Na+].C(O)(=O)C. Product: [Br:18][C:6]1[CH:7]=[C:8]([N:11]2[CH2:16][CH2:15][N:14]([CH3:17])[CH2:13][CH2:12]2)[CH:9]=[CH:10][C:5]=1[OH:4]. The catalyst class is: 5. (4) Reactant: O.[OH-].[Li+].[Cl:4][C:5]1[CH:6]=[C:7]([N:12]2[C:16]([C:17]3[CH:22]=[C:21]([F:23])[CH:20]=[C:19]([C:24]#[N:25])[CH:18]=3)=[CH:15][C:14]([C:26]([O:28]CC)=[O:27])=[N:13]2)[CH:8]=[CH:9][C:10]=1[F:11].Cl. Product: [Cl:4][C:5]1[CH:6]=[C:7]([N:12]2[C:16]([C:17]3[CH:22]=[C:21]([F:23])[CH:20]=[C:19]([C:24]#[N:25])[CH:18]=3)=[CH:15][C:14]([C:26]([OH:28])=[O:27])=[N:13]2)[CH:8]=[CH:9][C:10]=1[F:11]. The catalyst class is: 1. (5) Reactant: CN(C)C=O.C(=O)([O-])[O-].[K+].[K+].[CH3:12][O:13][C:14](=[O:32])[C@@H:15]([CH2:24][C:25]1[CH:30]=[CH:29][C:28]([OH:31])=[CH:27][CH:26]=1)[NH:16][C:17]([O:19][C:20]([CH3:23])([CH3:22])[CH3:21])=[O:18].F[C:34]1[CH:47]=[CH:46][C:37]([C:38]([C:40]2[CH:45]=[CH:44][CH:43]=[CH:42][CH:41]=2)=[O:39])=[CH:36][CH:35]=1. Product: [CH3:12][O:13][C:14](=[O:32])[C@H:15]([NH:16][C:17]([O:19][C:20]([CH3:23])([CH3:21])[CH3:22])=[O:18])[CH2:24][C:25]1[CH:30]=[CH:29][C:28]([O:31][C:43]2[CH:44]=[CH:45][C:40]([C:38](=[O:39])[C:37]3[CH:46]=[CH:47][CH:34]=[CH:35][CH:36]=3)=[CH:41][CH:42]=2)=[CH:27][CH:26]=1. The catalyst class is: 6.